The task is: Regression/Classification. Given a drug SMILES string, predict its absorption, distribution, metabolism, or excretion properties. Task type varies by dataset: regression for continuous measurements (e.g., permeability, clearance, half-life) or binary classification for categorical outcomes (e.g., BBB penetration, CYP inhibition). Dataset: cyp2c19_veith.. This data is from CYP2C19 inhibition data for predicting drug metabolism from PubChem BioAssay. (1) The drug is C=CCn1c(=O)c(C=Nc2cccc([N+](=O)[O-])c2)c(O)n(CCCC)c1=O. The result is 1 (inhibitor). (2) The compound is CN(C)c1nc(-c2cccc(C#N)c2)nc2ccccc12. The result is 1 (inhibitor).